Task: Predict the reaction yield, written as a fraction of the theoretical maximum amount of product (1.0 means a 100% yield; for example, 0.34 means a 34% yield).. Dataset: Reaction yield outcomes from USPTO patents with 853,638 reactions The reactants are [F:1][C:2]1[CH:11]=[C:10]2[C:5]([CH:6]=[CH:7][N:8]([C:13]3[CH:18]=[CH:17][C:16]([N+:19]([O-:21])=[O:20])=[CH:15][CH:14]=3)[C:9]2=[O:12])=[CH:4][C:3]=1[OH:22].[F:23][C:24]([F:37])([F:36])[S:25](O[S:25]([C:24]([F:37])([F:36])[F:23])(=[O:27])=[O:26])(=[O:27])=[O:26]. The catalyst is N1C=CC=CC=1.ClCCl.C(OCC)(=O)C. The product is [F:1][C:2]1[CH:11]=[C:10]2[C:5]([CH:6]=[CH:7][N:8]([C:13]3[CH:14]=[CH:15][C:16]([N+:19]([O-:21])=[O:20])=[CH:17][CH:18]=3)[C:9]2=[O:12])=[CH:4][C:3]=1[O:22][S:25]([C:24]([F:37])([F:36])[F:23])(=[O:27])=[O:26]. The yield is 0.830.